This data is from Full USPTO retrosynthesis dataset with 1.9M reactions from patents (1976-2016). The task is: Predict the reactants needed to synthesize the given product. Given the product [CH2:1]([N:8]1[CH:12]=[C:11]([CH:13]([NH:22][C:23]2[CH:24]=[CH:25][C:26]([C:29]([N:31]([CH3:39])[CH2:32][CH2:33][C:34]([OH:36])=[O:35])=[O:30])=[CH:27][CH:28]=2)[CH:15]2[CH2:20][CH2:19][CH2:18][CH2:17][CH2:16]2)[C:10]([CH3:21])=[N:9]1)[C:2]1[CH:7]=[CH:6][CH:5]=[CH:4][CH:3]=1, predict the reactants needed to synthesize it. The reactants are: [CH2:1]([N:8]1[CH:12]=[C:11]([CH:13]([CH:15]2[CH2:20][CH2:19][CH2:18][CH2:17][CH2:16]2)O)[C:10]([CH3:21])=[N:9]1)[C:2]1[CH:7]=[CH:6][CH:5]=[CH:4][CH:3]=1.[NH2:22][C:23]1[CH:28]=[CH:27][C:26]([C:29]([N:31]([CH3:39])[CH2:32][CH2:33][C:34]([O:36]CC)=[O:35])=[O:30])=[CH:25][CH:24]=1.